From a dataset of Catalyst prediction with 721,799 reactions and 888 catalyst types from USPTO. Predict which catalyst facilitates the given reaction. (1) Reactant: [Cl:1][C:2]1[N:7]=[CH:6][C:5]([OH:8])=[CH:4][N:3]=1.Cl[CH:10]1[CH2:14][CH2:13][CH2:12][CH2:11]1.C(=O)([O-])[O-].[K+].[K+].O. Product: [Cl:1][C:2]1[N:7]=[CH:6][C:5]([O:8][CH:10]2[CH2:14][CH2:13][CH2:12][CH2:11]2)=[CH:4][N:3]=1. The catalyst class is: 9. (2) Reactant: Cl[C:2]1[C:3](=[O:10])[N:4]([CH3:9])[N:5]=[CH:6][C:7]=1[Cl:8].[CH3:11][O-:12].[Na+]. Product: [Cl:8][C:7]1[CH:6]=[N:5][N:4]([CH3:9])[C:3](=[O:10])[C:2]=1[O:12][CH3:11]. The catalyst class is: 12.